Dataset: Forward reaction prediction with 1.9M reactions from USPTO patents (1976-2016). Task: Predict the product of the given reaction. (1) Given the reactants [C:1]([C:3]1[CH:8]=[CH:7][C:6]([C:9]([C:17]2[N:18]([C:22]3[CH:27]=[CH:26][C:25]([F:28])=[CH:24][CH:23]=3)[CH:19]=[N:20][CH:21]=2)=[N:10]S(CC(C)C)=O)=[CH:5][C:4]=1[F:29])#[N:2].[ClH:30].[CH3:31]O, predict the reaction product. The product is: [ClH:30].[ClH:30].[NH2:10][C:9]([C:6]1[CH:7]=[CH:8][C:3]([C:1]#[N:2])=[C:4]([F:29])[CH:5]=1)([C:17]1[N:18]([C:22]2[CH:27]=[CH:26][C:25]([F:28])=[CH:24][CH:23]=2)[CH:19]=[N:20][CH:21]=1)[CH3:31]. (2) The product is: [Br:11][C:9]1[CH:8]=[CH:7][C:5]([NH:6][C:12](=[O:14])[CH3:13])=[C:4]([N+:1]([O-:3])=[O:2])[CH:10]=1. Given the reactants [N+:1]([C:4]1[CH:10]=[C:9]([Br:11])[CH:8]=[CH:7][C:5]=1[NH2:6])([O-:3])=[O:2].[C:12](OC(=O)C)(=[O:14])[CH3:13].C(Cl)(=O)C.N1C=CC=CC=1, predict the reaction product.